Dataset: Reaction yield outcomes from USPTO patents with 853,638 reactions. Task: Predict the reaction yield, written as a fraction of the theoretical maximum amount of product (1.0 means a 100% yield; for example, 0.34 means a 34% yield). The catalyst is O1CCOCC1. The product is [ClH:31].[F:30][C:2]([F:1])([F:29])[O:3][C:4]1[C:5]([CH2:20][NH2:21])=[CH:6][C:7]([C:10]2[CH:11]=[CH:12][C:13]([C:16]([F:17])([F:18])[F:19])=[CH:14][CH:15]=2)=[N:8][CH:9]=1. The reactants are [F:1][C:2]([F:30])([F:29])[O:3][C:4]1[C:5]([CH2:20][NH:21]C(=O)OC(C)(C)C)=[CH:6][C:7]([C:10]2[CH:15]=[CH:14][C:13]([C:16]([F:19])([F:18])[F:17])=[CH:12][CH:11]=2)=[N:8][CH:9]=1.[ClH:31]. The yield is 0.930.